Predict the product of the given reaction. From a dataset of Forward reaction prediction with 1.9M reactions from USPTO patents (1976-2016). (1) Given the reactants Cl[C:2]1[N:7]=[C:6]([C:8]2[N:12]3[CH:13]=[CH:14][CH:15]=[CH:16][C:11]3=[N:10][C:9]=2[C:17]2[CH:18]=[C:19]([CH:31]=[CH:32][CH:33]=2)[C:20]([NH:22][C:23]2[C:28]([F:29])=[CH:27][CH:26]=[CH:25][C:24]=2[F:30])=[O:21])[CH:5]=[CH:4][N:3]=1.[F:34][CH2:35][CH2:36][N:37]1[CH2:42][CH2:41][N:40]([CH:43]2[CH2:48][CH2:47][N:46]([C:49]3[C:55]([O:56][CH3:57])=[CH:54][C:52]([NH2:53])=[C:51]([O:58][CH3:59])[CH:50]=3)[CH2:45][CH2:44]2)[CH2:39][CH2:38]1.N, predict the reaction product. The product is: [F:30][C:24]1[CH:25]=[CH:26][CH:27]=[C:28]([F:29])[C:23]=1[NH:22][C:20](=[O:21])[C:19]1[CH:31]=[CH:32][CH:33]=[C:17]([C:9]2[N:10]=[C:11]3[CH:16]=[CH:15][CH:14]=[CH:13][N:12]3[C:8]=2[C:6]2[CH:5]=[CH:4][N:3]=[C:2]([NH:53][C:52]3[CH:54]=[C:55]([O:56][CH3:57])[C:49]([N:46]4[CH2:45][CH2:44][CH:43]([N:40]5[CH2:39][CH2:38][N:37]([CH2:36][CH2:35][F:34])[CH2:42][CH2:41]5)[CH2:48][CH2:47]4)=[CH:50][C:51]=3[O:58][CH3:59])[N:7]=2)[CH:18]=1. (2) Given the reactants [Cl:1][C:2]1[CH:7]=[C:6]([C:8]([F:11])([F:10])[F:9])[CH:5]=[C:4]([Cl:12])[C:3]=1[N:13]1[CH:17]=[C:16]([C:18](=[O:23])[C:19]([F:22])([F:21])[F:20])[C:15]2[CH:24]=[CH:25][S:26][C:14]1=2.[CH3:27][Mg]Br.[Cl-].[NH4+], predict the reaction product. The product is: [Cl:1][C:2]1[CH:7]=[C:6]([C:8]([F:10])([F:9])[F:11])[CH:5]=[C:4]([Cl:12])[C:3]=1[N:13]1[CH:17]=[C:16]([C:18]([OH:23])([CH3:27])[C:19]([F:20])([F:21])[F:22])[C:15]2[CH:24]=[CH:25][S:26][C:14]1=2.